This data is from Catalyst prediction with 721,799 reactions and 888 catalyst types from USPTO. The task is: Predict which catalyst facilitates the given reaction. Reactant: [N+:1]([CH2:4][CH2:5][C:6]1([C:18]([O:20]CC)=O)[CH2:10][CH2:9][CH2:8][N:7]1[CH2:11][C:12]1[CH:17]=[CH:16][CH:15]=[CH:14][CH:13]=1)([O-])=O. Product: [CH2:11]([N:7]1[CH2:8][CH2:9][CH2:10][C:6]21[C:18](=[O:20])[NH:1][CH2:4][CH2:5]2)[C:12]1[CH:17]=[CH:16][CH:15]=[CH:14][CH:13]=1. The catalyst class is: 470.